This data is from Forward reaction prediction with 1.9M reactions from USPTO patents (1976-2016). The task is: Predict the product of the given reaction. (1) The product is: [O:26]1[CH2:30][CH2:29][C@H:28]([NH:31][C:4]([C:6]2[S:10][C:9](/[CH:11]=[CH:12]/[C:13]3[C:14]([C:19]4[CH:20]=[CH:21][CH:22]=[CH:23][CH:24]=4)=[N:15][O:16][C:17]=3[CH3:18])=[N:8][CH:7]=2)=[O:5])[CH2:27]1. Given the reactants C(O[C:4]([C:6]1[S:10][C:9](/[CH:11]=[CH:12]/[C:13]2[C:14]([C:19]3[CH:24]=[CH:23][CH:22]=[CH:21][CH:20]=3)=[N:15][O:16][C:17]=2[CH3:18])=[N:8][CH:7]=1)=[O:5])C.Cl.[O:26]1[CH2:30][CH2:29][C@H:28]([NH2:31])[CH2:27]1, predict the reaction product. (2) The product is: [Cl:1][C:2]1[CH:7]=[C:6]([O:8][CH:9]([F:10])[F:11])[CH:5]=[CH:4][C:3]=1[C:12]1[C:13]2[N:25]=[C:27]([CH3:29])[C:26](=[O:30])[N:18]([CH:19]([CH:22]3[CH2:24][CH2:23]3)[CH2:20][CH3:21])[C:14]=2[N:15]=[CH:16][CH:17]=1. Given the reactants [Cl:1][C:2]1[CH:7]=[C:6]([O:8][CH:9]([F:11])[F:10])[CH:5]=[CH:4][C:3]=1[C:12]1[CH:17]=[CH:16][N:15]=[C:14]([NH:18][CH:19]([CH:22]2[CH2:24][CH2:23]2)[CH2:20][CH3:21])[C:13]=1[NH2:25].[C:26](OC)(=[O:30])[C:27]([CH3:29])=O, predict the reaction product.